From a dataset of Forward reaction prediction with 1.9M reactions from USPTO patents (1976-2016). Predict the product of the given reaction. (1) Given the reactants C(OC(=O)[NH:7][CH2:8][CH2:9][C:10]1[CH:15]=[CH:14][C:13]([O:16][CH2:17][CH2:18][CH2:19][CH2:20][CH2:21][C:22]2[CH:27]=[CH:26][C:25]([OH:28])=[C:24]([C@@H:29]([C:39]3[CH:44]=[CH:43][CH:42]=[CH:41][CH:40]=3)[CH2:30][CH2:31][N:32]([CH:36]([CH3:38])[CH3:37])[CH:33]([CH3:35])[CH3:34])[CH:23]=2)=[CH:12][CH:11]=1)(C)(C)C.C(O)C.[ClH:49], predict the reaction product. The product is: [ClH:49].[ClH:49].[NH2:7][CH2:8][CH2:9][C:10]1[CH:11]=[CH:12][C:13]([O:16][CH2:17][CH2:18][CH2:19][CH2:20][CH2:21][C:22]2[CH:27]=[CH:26][C:25]([OH:28])=[C:24]([C@@H:29]([C:39]3[CH:40]=[CH:41][CH:42]=[CH:43][CH:44]=3)[CH2:30][CH2:31][N:32]([CH:36]([CH3:37])[CH3:38])[CH:33]([CH3:34])[CH3:35])[CH:23]=2)=[CH:14][CH:15]=1. (2) Given the reactants [F:1][C:2]([F:16])([F:15])[O:3][C:4]1[CH:5]=[C:6]2[C:11](=[C:12]([NH2:14])[CH:13]=1)[N:10]=[CH:9][CH:8]=[CH:7]2.[N:17]1[CH:22]=[CH:21][CH:20]=[CH:19][C:18]=1[S:23](Cl)(=[O:25])=[O:24].N1C=CC=CC=1, predict the reaction product. The product is: [F:16][C:2]([F:1])([F:15])[O:3][C:4]1[CH:5]=[C:6]2[C:11](=[C:12]([NH:14][S:23]([C:18]3[CH:19]=[CH:20][CH:21]=[CH:22][N:17]=3)(=[O:25])=[O:24])[CH:13]=1)[N:10]=[CH:9][CH:8]=[CH:7]2. (3) Given the reactants COC(C1C=C2C([C:9]([CH:41]3[CH2:46][CH2:45][CH2:44][CH2:43][CH2:42]3)=[C:10]([C:23]3[CH:32]=[CH:31][C:30]4[C:25](=[CH:26][CH:27]=[C:28](OS(C(F)(F)F)(=O)=O)[CH:29]=4)[CH:24]=3)[N:11]2[CH2:14][C:15]([N:17]2[CH2:22][CH2:21][O:20][CH2:19][CH2:18]2)=[O:16])=CC=1)=O.[C:47]1(B(O)O)[CH:52]=[CH:51][CH:50]=[CH:49][CH:48]=1.[C:56]([O-:59])(O)=[O:57].[Na+], predict the reaction product. The product is: [CH:47]1([C:9]2[C:41]3[C:42](=[CH:43][C:44]([C:56]([OH:59])=[O:57])=[CH:45][CH:46]=3)[N:11]([CH2:14][C:15]([N:17]3[CH2:18][CH2:19][O:20][CH2:21][CH2:22]3)=[O:16])[C:10]=2[C:23]2[CH:32]=[CH:31][C:26]3[C:25](=[CH:30][CH:29]=[C:28]([C:23]4[CH:32]=[CH:31][CH:30]=[CH:25][CH:24]=4)[CH:27]=3)[CH:24]=2)[CH2:52][CH2:51][CH2:50][CH2:49][CH2:48]1. (4) Given the reactants C(O)C.[CH:4]([C:7]1[CH:11]=[C:10]([N:12]2[CH2:43][CH2:42][C:15]3[N:16]=[C:17]([C:22]4[CH:30]=[CH:29][CH:28]=[C:27]5[C:23]=4[C:24]([CH3:41])=[CH:25][N:26]5[S:31]([C:34]4[CH:40]=[CH:39][C:37]([CH3:38])=[CH:36][CH:35]=4)(=[O:33])=[O:32])[N:18]=[C:19](OC)[C:14]=3[CH2:13]2)[N:9]([CH3:44])[N:8]=1)([CH3:6])[CH3:5].[ClH:45].C(=O)(O)[O-].[Na+], predict the reaction product. The product is: [Cl:45][C:19]1[C:14]2[CH2:13][N:12]([C:10]3[N:9]([CH3:44])[N:8]=[C:7]([CH:4]([CH3:5])[CH3:6])[CH:11]=3)[CH2:43][CH2:42][C:15]=2[N:16]=[C:17]([C:22]2[CH:30]=[CH:29][CH:28]=[C:27]3[C:23]=2[C:24]([CH3:41])=[CH:25][N:26]3[S:31]([C:34]2[CH:35]=[CH:36][C:37]([CH3:38])=[CH:39][CH:40]=2)(=[O:32])=[O:33])[N:18]=1. (5) Given the reactants [F:1][C:2]1[CH:7]=[CH:6][C:5]([C:8]2[C:12]3[CH:13]=[N:14][C:15]([NH:17]C(=O)OCCCC)=[CH:16][C:11]=3[N:10]([C:25]([C:38]3[CH:43]=[CH:42][CH:41]=[CH:40][CH:39]=3)([C:32]3[CH:37]=[CH:36][CH:35]=[CH:34][CH:33]=3)[C:26]3[CH:31]=[CH:30][CH:29]=[CH:28][CH:27]=3)[N:9]=2)=[CH:4][CH:3]=1, predict the reaction product. The product is: [F:1][C:2]1[CH:7]=[CH:6][C:5]([C:8]2[C:12]3[CH:13]=[N:14][C:15]([NH2:17])=[CH:16][C:11]=3[N:10]([C:25]([C:38]3[CH:39]=[CH:40][CH:41]=[CH:42][CH:43]=3)([C:32]3[CH:33]=[CH:34][CH:35]=[CH:36][CH:37]=3)[C:26]3[CH:31]=[CH:30][CH:29]=[CH:28][CH:27]=3)[N:9]=2)=[CH:4][CH:3]=1. (6) Given the reactants [OH-].[Na+].[NH2:3][CH:4]([CH2:8][CH2:9][P:10]([OH:13])([OH:12])=[O:11])[C:5]([OH:7])=[O:6].Cl[C:15]([O:17][CH2:18][C:19]1[CH:24]=[CH:23][CH:22]=[CH:21][CH:20]=1)=[O:16].C(=O)([O-])O.[Na+].C1C=C2C(C(O)(O)C(=O)C2=CC=1)=O, predict the reaction product. The product is: [CH2:18]([O:17][C:15]([NH:3][CH:4]([CH2:8][CH2:9][P:10]([OH:13])([OH:12])=[O:11])[C:5]([OH:7])=[O:6])=[O:16])[C:19]1[CH:24]=[CH:23][CH:22]=[CH:21][CH:20]=1.